From a dataset of Catalyst prediction with 721,799 reactions and 888 catalyst types from USPTO. Predict which catalyst facilitates the given reaction. Reactant: CC1C=CC(S(O)(=O)=O)=CC=1.[Cl:12][C:13]1[C:18]([NH:19][C:20](=O)[C:21]([CH3:24])([CH3:23])[CH3:22])=[C:17]([NH:26][CH2:27][CH3:28])[N:16]=[CH:15][N:14]=1. Product: [C:21]([C:20]1[N:26]([CH2:27][CH3:28])[C:17]2[C:18]([N:19]=1)=[C:13]([Cl:12])[N:14]=[CH:15][N:16]=2)([CH3:24])([CH3:23])[CH3:22]. The catalyst class is: 11.